This data is from Full USPTO retrosynthesis dataset with 1.9M reactions from patents (1976-2016). The task is: Predict the reactants needed to synthesize the given product. (1) Given the product [S:19]1[CH:23]=[CH:22][C:21]([C:2]2[CH:3]=[C:4]([N:8]3[CH2:16][CH:15]4[CH2:17][N:11]5[CH2:12][CH:13]([CH2:18][CH:9]3[CH2:10]5)[CH2:14]4)[CH:5]=[N:6][CH:7]=2)=[CH:20]1, predict the reactants needed to synthesize it. The reactants are: Br[C:2]1[CH:3]=[C:4]([N:8]2[CH2:16][CH:15]3[CH2:17][N:11]4[CH2:12][CH:13]([CH2:18][CH:9]2[CH2:10]4)[CH2:14]3)[CH:5]=[N:6][CH:7]=1.[S:19]1[CH:23]=[CH:22][C:21](B(O)O)=[CH:20]1. (2) Given the product [CH3:5][C:6]1[C:7]([C:11]([O:13][CH3:14])=[O:12])=[CH:8][S:9][CH:10]=1, predict the reactants needed to synthesize it. The reactants are: O=S(Cl)Cl.[CH3:5][C:6]1[C:7]([C:11]([OH:13])=[O:12])=[CH:8][S:9][CH:10]=1.[CH3:14]O. (3) Given the product [CH2:2]([N:4]1[CH2:8][CH2:7][C:6]2([CH2:13][CH2:12][N:11]([S:30]([C:26]3[CH:27]=[CH:28][CH:29]=[C:24]([C:23]([F:22])([F:34])[F:35])[CH:25]=3)(=[O:32])=[O:31])[CH2:10][CH2:9]2)[C:5]1=[O:14])[CH3:3], predict the reactants needed to synthesize it. The reactants are: Cl.[CH2:2]([N:4]1[CH2:8][CH2:7][C:6]2([CH2:13][CH2:12][NH:11][CH2:10][CH2:9]2)[C:5]1=[O:14])[CH3:3].C(N(CC)CC)C.[F:22][C:23]([F:35])([F:34])[C:24]1[CH:25]=[C:26]([S:30](Cl)(=[O:32])=[O:31])[CH:27]=[CH:28][CH:29]=1.O. (4) Given the product [Br:1][C:2]1[CH:7]=[C:6]([CH:5]=[CH:4][C:3]=1[O:9][CH3:10])[CH2:8][Br:11], predict the reactants needed to synthesize it. The reactants are: [Br:1][C:2]1[CH:7]=[C:6]([CH3:8])[CH:5]=[CH:4][C:3]=1[O:9][CH3:10].[Br:11]N1C(=O)CCC1=O. (5) Given the product [O:13]1[CH2:14][CH2:15][CH2:16][CH2:17][CH:12]1[O:11][CH2:10][CH2:9][CH:8]([C:5]1[CH:6]=[CH:7][C:2]([C:12]([O:11][CH3:10])=[O:13])=[CH:3][CH:4]=1)[CH3:18], predict the reactants needed to synthesize it. The reactants are: Br[C:2]1[CH:7]=[CH:6][C:5]([CH:8]([CH3:18])[CH2:9][CH2:10][O:11][CH:12]2[CH2:17][CH2:16][CH2:15][CH2:14][O:13]2)=[CH:4][CH:3]=1.C1(P(C2C=CC=CC=2)CCCP(C2C=CC=CC=2)C2C=CC=CC=2)C=CC=CC=1.C(N(CC)CC)C. (6) Given the product [F:20][C:21]1[CH:22]=[C:23](/[CH:13]=[CH:14]/[C:15]([OH:17])=[O:16])[CH:26]=[CH:27][C:28]=1[F:29], predict the reactants needed to synthesize it. The reactants are: N1C=CC=CC=1.N1CCCCC1.[C:13](O)(=O)[CH2:14][C:15]([OH:17])=[O:16].[F:20][C:21]1[CH:22]=[C:23]([CH:26]=[CH:27][C:28]=1[F:29])C=O.